Task: Predict the product of the given reaction.. Dataset: Forward reaction prediction with 1.9M reactions from USPTO patents (1976-2016) (1) Given the reactants [Cl:1][C:2]1[CH:3]=[C:4]([OH:14])[CH:5]=[CH:6][C:7]=1[O:8][C:9]1[S:10][CH:11]=[CH:12][N:13]=1.[H-].[Na+].[CH2:17](I)[CH:18]([CH3:20])[CH3:19].O, predict the reaction product. The product is: [Cl:1][C:2]1[CH:3]=[C:4]([O:14][CH2:17][CH:18]([CH3:20])[CH3:19])[CH:5]=[CH:6][C:7]=1[O:8][C:9]1[S:10][CH:11]=[CH:12][N:13]=1. (2) Given the reactants C([N:3]([CH2:6]C)CC)C.C1(P(N=[N+]=[N-])(C2C=CC=CC=2)=[O:15])C=CC=CC=1.[C:25]([O:29][C:30]([N:32]1[CH2:37][CH2:36][C:35]([CH2:41][O:42][CH3:43])(C(O)=O)[CH2:34][CH2:33]1)=[O:31])([CH3:28])([CH3:27])[CH3:26].[CH2:44]([OH:51])[C:45]1[CH:50]=[CH:49][CH:48]=[CH:47][CH:46]=1, predict the reaction product. The product is: [C:25]([O:29][C:30]([N:32]1[CH2:33][CH2:34][C:35]([NH:3][C:6]([O:51][CH2:44][C:45]2[CH:50]=[CH:49][CH:48]=[CH:47][CH:46]=2)=[O:15])([CH2:41][O:42][CH3:43])[CH2:36][CH2:37]1)=[O:31])([CH3:26])([CH3:27])[CH3:28]. (3) The product is: [O:24]1[CH2:25][CH2:26][CH2:27][CH2:28][CH:23]1[N:14]1[C:15]2[C:20](=[CH:19][C:18]([C:21]#[N:22])=[CH:17][CH:16]=2)[C:12]([C:7]2[CH:6]=[CH:5][C:4]3[C:9](=[CH:10][CH:11]=[C:2]([O:1][CH2:42][CH2:47][C:46]4[CH:45]=[CH:44][CH:43]=[CH:51][N:53]=4)[CH:3]=3)[CH:8]=2)=[N:13]1. Given the reactants [OH:1][C:2]1[CH:3]=[C:4]2[C:9](=[CH:10][CH:11]=1)[CH:8]=[C:7]([C:12]1[C:20]3[C:15](=[CH:16][CH:17]=[C:18]([C:21]#[N:22])[CH:19]=3)[N:14]([CH:23]3[CH2:28][CH2:27][CH2:26][CH2:25][O:24]3)[N:13]=1)[CH:6]=[CH:5]2.[C:42]1(P([C:42]2[CH:47]=[CH:46][CH:45]=[CH:44][CH:43]=2)[C:42]2[CH:47]=[CH:46][CH:45]=[CH:44][CH:43]=2)[CH:47]=[CH:46][CH:45]=[CH:44][CH:43]=1.CCO[C:51](/[N:53]=N/C(OCC)=O)=O, predict the reaction product. (4) The product is: [CH:12]([C:10]1[CH:9]=[C:6]([CH2:7][NH2:8])[CH:5]=[C:4]([CH:2]([CH3:3])[CH3:1])[N:11]=1)([CH3:14])[CH3:13]. Given the reactants [CH2:1]=[C:2]([C:4]1[CH:5]=[C:6]([CH:9]=[C:10]([C:12]([CH3:14])=[CH2:13])[N:11]=1)[C:7]#[N:8])[CH3:3].C(C1C=NC=C(CCC(C)C)C=1)#N, predict the reaction product. (5) The product is: [NH:20]1[C:28]2=[N:27][CH:26]=[CH:25][CH:24]=[C:23]2[C:22]([CH:29]=[C:11]2[O:10][C:9]([NH:8][C:3]3[CH:4]=[CH:5][CH:6]=[CH:7][C:2]=3[F:1])=[C:13]([C:14]([O:16][CH2:17][CH3:18])=[O:15])[C:12]2=[O:19])=[CH:21]1. Given the reactants [F:1][C:2]1[CH:7]=[CH:6][CH:5]=[CH:4][C:3]=1[NH:8][C:9]1[O:10][CH2:11][C:12](=[O:19])[C:13]=1[C:14]([O:16][CH2:17][CH3:18])=[O:15].[NH:20]1[C:28]2[C:23](=[CH:24][CH:25]=[CH:26][N:27]=2)[C:22]([CH:29]=O)=[CH:21]1.N1CCCCC1, predict the reaction product. (6) The product is: [CH2:1]([O:8][CH2:9][CH2:12][CH2:15][S:18]([F:21])(=[O:20])=[O:19])[CH3:4]. Given the reactants [C:1]([O:8][C:9]([C:12]([C:15]([S:18]([F:21])(=[O:20])=[O:19])(F)F)(F)F)(F)F)([C:4](F)(F)F)(F)F.C(CO)(F)(F)F.C(OC(C(C(S(OCC(F)(F)F)(=O)=O)(F)F)(F)F)(F)F)(C(F)(F)F)(F)F, predict the reaction product. (7) Given the reactants [C:1]([C:3]1([C:14]2[C:23]3[O:22][CH2:21][CH2:20][O:19][C:18]=3[C:17]([O:24][CH3:25])=[CH:16][CH:15]=2)[CH2:8][CH2:7][C:6](=[O:9])[CH:5](C(OC)=O)[CH2:4]1)#[N:2].CS(C)=O.[Cl-].[Na+], predict the reaction product. The product is: [C:1]([C:3]1([C:14]2[C:23]3[O:22][CH2:21][CH2:20][O:19][C:18]=3[C:17]([O:24][CH3:25])=[CH:16][CH:15]=2)[CH2:8][CH2:7][C:6](=[O:9])[CH2:5][CH2:4]1)#[N:2]. (8) Given the reactants [Br:1][C:2]1[O:3][C:4]2[CH:10]=[CH:9][C:8]([CH2:11][C:12]([OH:14])=O)=[CH:7][C:5]=2[CH:6]=1.C1C=CC2N(O)N=NC=2C=1.C(Cl)CCl.CCN(C(C)C)C(C)C.[Cl:38][C:39]1[CH:44]=[CH:43][C:42]([CH:45]([C:47]2[CH:52]=[CH:51][CH:50]=[CH:49][CH:48]=2)[NH2:46])=[C:41]([CH3:53])[CH:40]=1, predict the reaction product. The product is: [Br:1][C:2]1[O:3][C:4]2[CH:10]=[CH:9][C:8]([CH2:11][C:12]([NH:46][CH:45]([C:42]3[CH:43]=[CH:44][C:39]([Cl:38])=[CH:40][C:41]=3[CH3:53])[C:47]3[CH:48]=[CH:49][CH:50]=[CH:51][CH:52]=3)=[O:14])=[CH:7][C:5]=2[CH:6]=1. (9) The product is: [Cl:19][C:13]1[CH:14]=[C:15]([CH3:18])[CH:16]=[CH:17][C:12]=1[C:7]1[C:6]([C:4]([OH:5])=[O:3])=[CH:11][CH:10]=[CH:9][CH:8]=1. Given the reactants C([O:3][C:4]([C:6]1[C:7]([C:12]2[CH:17]=[CH:16][C:15]([CH3:18])=[CH:14][C:13]=2[Cl:19])=[CH:8][CH:9]=[CH:10][CH:11]=1)=[O:5])C.[OH-].[Na+], predict the reaction product.